Dataset: Forward reaction prediction with 1.9M reactions from USPTO patents (1976-2016). Task: Predict the product of the given reaction. (1) Given the reactants [C:1]([C:3]1[CH:4]=[C:5]([NH:9][C:10](=[O:14])[CH:11]([CH3:13])[CH3:12])[CH:6]=[CH:7][CH:8]=1)#[N:2].[H][H], predict the reaction product. The product is: [NH2:2][CH2:1][C:3]1[CH:4]=[C:5]([NH:9][C:10](=[O:14])[CH:11]([CH3:12])[CH3:13])[CH:6]=[CH:7][CH:8]=1. (2) Given the reactants C[O:2][C:3](=[O:25])[C@@H:4]([N:11]1[CH2:19][C:18]2[C:13](=[CH:14][CH:15]=[CH:16][C:17]=2[C:20]([F:23])([F:22])[F:21])[C:12]1=[O:24])[CH2:5][CH:6]1[CH2:10][CH2:9][CH2:8][CH2:7]1.O.[OH-].[Li+].Cl, predict the reaction product. The product is: [CH:6]1([CH2:5][C@H:4]([N:11]2[CH2:19][C:18]3[C:13](=[CH:14][CH:15]=[CH:16][C:17]=3[C:20]([F:21])([F:22])[F:23])[C:12]2=[O:24])[C:3]([OH:25])=[O:2])[CH2:10][CH2:9][CH2:8][CH2:7]1. (3) The product is: [Br:26][C:27]1[C:32]2[S:33][CH2:34][CH2:35][NH:36][C:31]=2[CH:30]=[CH:29][CH:28]=1. Given the reactants BrC1C2C1CNC1C=CC=CC=12.BrC1C2C3CC3C(=O)NC=2C=CC=1.[Br:26][C:27]1[C:32]2[S:33][CH2:34][C:35](=O)[NH:36][C:31]=2[CH:30]=[CH:29][CH:28]=1, predict the reaction product. (4) Given the reactants [CH2:1]([O:5][C:6]1[C:15]2[C:10](=[CH:11][CH:12]=[C:13]([C:16]3[S:17][C:18]([C:22]([O:24]CC)=[O:23])=[C:19]([CH3:21])[N:20]=3)[CH:14]=2)[C:9](=[O:27])[N:8]([CH2:28][CH:29]([CH3:31])[CH3:30])[C:7]=1[CH2:32][NH:33][C:34]([O:36][C:37]([CH3:40])([CH3:39])[CH3:38])=[O:35])[CH2:2][CH2:3][CH3:4].[OH-].[Na+].O.Cl, predict the reaction product. The product is: [CH2:1]([O:5][C:6]1[C:15]2[C:10](=[CH:11][CH:12]=[C:13]([C:16]3[S:17][C:18]([C:22]([OH:24])=[O:23])=[C:19]([CH3:21])[N:20]=3)[CH:14]=2)[C:9](=[O:27])[N:8]([CH2:28][CH:29]([CH3:31])[CH3:30])[C:7]=1[CH2:32][NH:33][C:34]([O:36][C:37]([CH3:40])([CH3:39])[CH3:38])=[O:35])[CH2:2][CH2:3][CH3:4]. (5) Given the reactants [CH2:1]([O:3][C:4](=[O:24])[C:5]([NH:12][C:13]1[CH:18]=[C:17]([C:19]([O:21][CH3:22])=[O:20])[CH:16]=[CH:15][C:14]=1[Cl:23])=[CH:6][C:7]([O:9]CC)=O)[CH3:2], predict the reaction product. The product is: [CH3:22][O:21][C:19]([C:17]1[C:18]2[C:7](=[O:9])[CH:6]=[C:5]([C:4]([O:3][CH2:1][CH3:2])=[O:24])[NH:12][C:13]=2[C:14]([Cl:23])=[CH:15][CH:16]=1)=[O:20]. (6) Given the reactants Cl.[NH2:2]O.[CH2:4]([O:6][C:7](=[O:39])[C:8](O)=[CH:9][C:10]([C:12]1[CH:17]=[C:16]([C:18]([CH3:21])([CH3:20])[CH3:19])[C:15]([O:22][CH2:23][C:24]2[CH:29]=[CH:28][CH:27]=[CH:26][CH:25]=2)=[CH:14][C:13]=1[O:30][CH2:31][C:32]1[CH:37]=[CH:36][CH:35]=[CH:34][CH:33]=1)=[O:11])[CH3:5].O, predict the reaction product. The product is: [CH2:4]([O:6][C:7]([C:8]1[CH:9]=[C:10]([C:12]2[CH:17]=[C:16]([C:18]([CH3:21])([CH3:20])[CH3:19])[C:15]([O:22][CH2:23][C:24]3[CH:29]=[CH:28][CH:27]=[CH:26][CH:25]=3)=[CH:14][C:13]=2[O:30][CH2:31][C:32]2[CH:37]=[CH:36][CH:35]=[CH:34][CH:33]=2)[O:11][N:2]=1)=[O:39])[CH3:5].